From a dataset of Reaction yield outcomes from USPTO patents with 853,638 reactions. Predict the reaction yield, written as a fraction of the theoretical maximum amount of product (1.0 means a 100% yield; for example, 0.34 means a 34% yield). (1) The reactants are F[C:2]1C=C(C2C(=C=O)C(OC)C(=O)NN=2)C=CC=1C.[C:20]([C:23]1[C:24](=[O:35])[NH:25][N:26]=[C:27]([C:29]2[CH:34]=[CH:33][CH:32]=[CH:31][CH:30]=2)[CH:28]=1)([OH:22])=[O:21]. No catalyst specified. The product is [CH3:2][O:21][C:20]([C:23]1[C:24](=[O:35])[NH:25][N:26]=[C:27]([C:29]2[CH:34]=[CH:33][CH:32]=[CH:31][CH:30]=2)[CH:28]=1)=[O:22]. The yield is 0.989. (2) The reactants are [NH2:1][C:2]1[CH:10]=[C:9]([I:11])[CH:8]=[CH:7][C:3]=1[C:4](O)=[O:5].CC[N:14]=C=NCCCN(C)C.ON1C2C=CC=CC=2N=N1.CCN(C(C)C)C(C)C.N. The catalyst is CN(C=O)C.O. The product is [NH2:1][C:2]1[CH:10]=[C:9]([I:11])[CH:8]=[CH:7][C:3]=1[C:4]([NH2:14])=[O:5]. The yield is 0.520. (3) The reactants are Br[C:2]1[CH:3]=[N:4][CH:5]=[C:6]([N:10]2[C:22](=[O:23])[C:21]3[S:20][C:19]4[CH2:18][CH2:17][CH2:16][CH2:15][C:14]=4[C:13]=3[CH:12]=[N:11]2)[C:7]=1[CH:8]=[O:9].[CH3:24][N:25]1[CH:30]=[C:29](B2OC(C)(C)C(C)(C)O2)[CH:28]=[C:27]([NH:40][C:41]2[CH:46]=[CH:45][C:44]([N:47]3[CH2:52][CH2:51][N:50]([CH:53]4[CH2:56][O:55][CH2:54]4)[CH2:49][CH2:48]3)=[CH:43][N:42]=2)[C:26]1=[O:57].[O-]P([O-])([O-])=O.[K+].[K+].[K+].CC([O-])=O.[Na+]. The catalyst is CC#N.O.C1C=CC(P(C2C=CC=CC=2)[C-]2C=CC=C2)=CC=1.C1C=CC(P(C2C=CC=CC=2)[C-]2C=CC=C2)=CC=1.Cl[Pd]Cl.[Fe+2]. The product is [CH3:24][N:25]1[C:26](=[O:57])[C:27]([NH:40][C:41]2[CH:46]=[CH:45][C:44]([N:47]3[CH2:52][CH2:51][N:50]([CH:53]4[CH2:54][O:55][CH2:56]4)[CH2:49][CH2:48]3)=[CH:43][N:42]=2)=[CH:28][C:29]([C:2]2[CH:3]=[N:4][CH:5]=[C:6]([N:10]3[C:22](=[O:23])[C:21]4[S:20][C:19]5[CH2:18][CH2:17][CH2:16][CH2:15][C:14]=5[C:13]=4[CH:12]=[N:11]3)[C:7]=2[CH:8]=[O:9])=[CH:30]1. The yield is 0.350.